The task is: Predict the reaction yield, written as a fraction of the theoretical maximum amount of product (1.0 means a 100% yield; for example, 0.34 means a 34% yield).. This data is from Reaction yield outcomes from USPTO patents with 853,638 reactions. The reactants are Cl[C:2]1[CH:3]=[CH:4][C:5]2[N:6]=[CH:7][N:8]=[C:9]([NH:12][C:13]3[CH:18]=[CH:17][C:16]([O:19][C:20]([F:23])([F:22])[F:21])=[CH:15][CH:14]=3)[C:10]=2[N:11]=1.[Cl:24][C:25]1[C:30]([NH:31][S:32]([C:35]2[CH:40]=[CH:39][C:38]([F:41])=[CH:37][C:36]=2[F:42])(=[O:34])=[O:33])=[CH:29][C:28](B2OC(C)(C)C(C)(C)O2)=[CH:27][N:26]=1.C(=O)(O)[O-].[Na+]. The catalyst is O1CCOCC1. The product is [Cl:24][C:25]1[C:30]([NH:31][S:32]([C:35]2[CH:40]=[CH:39][C:38]([F:41])=[CH:37][C:36]=2[F:42])(=[O:34])=[O:33])=[CH:29][C:28]([C:2]2[CH:3]=[CH:4][C:5]3[N:6]=[CH:7][N:8]=[C:9]([NH:12][C:13]4[CH:18]=[CH:17][C:16]([O:19][C:20]([F:23])([F:21])[F:22])=[CH:15][CH:14]=4)[C:10]=3[N:11]=2)=[CH:27][N:26]=1. The yield is 0.550.